This data is from NCI-60 drug combinations with 297,098 pairs across 59 cell lines. The task is: Regression. Given two drug SMILES strings and cell line genomic features, predict the synergy score measuring deviation from expected non-interaction effect. (1) Drug 1: CC1=C2C(C(=O)C3(C(CC4C(C3C(C(C2(C)C)(CC1OC(=O)C(C(C5=CC=CC=C5)NC(=O)OC(C)(C)C)O)O)OC(=O)C6=CC=CC=C6)(CO4)OC(=O)C)O)C)O. Drug 2: CC1C(C(CC(O1)OC2CC(OC(C2O)C)OC3=CC4=CC5=C(C(=O)C(C(C5)C(C(=O)C(C(C)O)O)OC)OC6CC(C(C(O6)C)O)OC7CC(C(C(O7)C)O)OC8CC(C(C(O8)C)O)(C)O)C(=C4C(=C3C)O)O)O)O. Cell line: A549. Synergy scores: CSS=68.1, Synergy_ZIP=7.91, Synergy_Bliss=6.97, Synergy_Loewe=4.72, Synergy_HSA=4.56. (2) Drug 1: C1=C(C(=O)NC(=O)N1)F. Drug 2: CN(CC1=CN=C2C(=N1)C(=NC(=N2)N)N)C3=CC=C(C=C3)C(=O)NC(CCC(=O)O)C(=O)O. Cell line: SK-MEL-2. Synergy scores: CSS=27.8, Synergy_ZIP=-1.99, Synergy_Bliss=-0.297, Synergy_Loewe=-0.522, Synergy_HSA=0.391. (3) Synergy scores: CSS=8.88, Synergy_ZIP=0.767, Synergy_Bliss=6.45, Synergy_Loewe=4.92, Synergy_HSA=4.93. Cell line: T-47D. Drug 2: C1C(C(OC1N2C=C(C(=O)NC2=O)F)CO)O. Drug 1: CCCS(=O)(=O)NC1=C(C(=C(C=C1)F)C(=O)C2=CNC3=C2C=C(C=N3)C4=CC=C(C=C4)Cl)F. (4) Drug 1: CC1=C2C(C(=O)C3(C(CC4C(C3C(C(C2(C)C)(CC1OC(=O)C(C(C5=CC=CC=C5)NC(=O)C6=CC=CC=C6)O)O)OC(=O)C7=CC=CC=C7)(CO4)OC(=O)C)O)C)OC(=O)C. Drug 2: CC(C)CN1C=NC2=C1C3=CC=CC=C3N=C2N. Cell line: HS 578T. Synergy scores: CSS=58.7, Synergy_ZIP=4.31, Synergy_Bliss=2.47, Synergy_Loewe=-13.3, Synergy_HSA=1.26.